From a dataset of Cav3 T-type calcium channel HTS with 100,875 compounds. Binary Classification. Given a drug SMILES string, predict its activity (active/inactive) in a high-throughput screening assay against a specified biological target. (1) The compound is N1(CCC(CC1)C)Cc1nc(Nc2c(c(ccc2)C)C)nc(n1)N. The result is 0 (inactive). (2) The molecule is S(=O)(=O)(N1CCC(CC1)C(=O)NCCC=1CCCCC1)c1cc(OC)c(OC)cc1. The result is 0 (inactive). (3) The drug is s1c(C(N2CCN(CC2)Cc2ccccc2)C(NC(=O)c2sccc2)C)ccc1. The result is 0 (inactive).